This data is from KCNQ2 potassium channel screen with 302,405 compounds. The task is: Binary Classification. Given a drug SMILES string, predict its activity (active/inactive) in a high-throughput screening assay against a specified biological target. (1) The molecule is S(=O)(=O)(N1CCCC1)c1cc(NC(=O)c2ccc(F)cc2)c(OCC(F)(F)F)cc1. The result is 0 (inactive). (2) The result is 0 (inactive). The drug is O(c1ccc(N2CCN(CC2)c2c(cc(NC(=O)c3cc4OCOc4cc3)cc2)C#N)cc1)C.